Dataset: Reaction yield outcomes from USPTO patents with 853,638 reactions. Task: Predict the reaction yield, written as a fraction of the theoretical maximum amount of product (1.0 means a 100% yield; for example, 0.34 means a 34% yield). (1) The reactants are [SH:1][C:2]1[CH:9]=[C:8]([C:10]2[C:11]([C:15]([F:18])([F:17])[F:16])=[N:12][NH:13][CH:14]=2)[CH:7]=[CH:6][C:3]=1[C:4]#[N:5].[CH:19]1([CH2:23]Br)[CH2:22][CH2:21][CH2:20]1.C(=O)([O-])[O-].[K+].[K+].O. The catalyst is CN(C)C=O. The product is [CH:19]1([CH2:23][S:1][C:2]2[CH:9]=[C:8]([C:10]3[C:11]([C:15]([F:16])([F:18])[F:17])=[N:12][NH:13][CH:14]=3)[CH:7]=[CH:6][C:3]=2[C:4]#[N:5])[CH2:22][CH2:21][CH2:20]1. The yield is 0.212. (2) The reactants are Br[C:2]1[CH:3]=[C:4]2[C:9](=[CH:10][CH:11]=1)[CH:8]=[C:7]([OH:12])[CH:6]=[CH:5]2.[C:13]1(OB(O)O)[CH:18]=[CH:17][CH:16]=[CH:15][CH:14]=1. No catalyst specified. The product is [C:13]1([C:2]2[CH:3]=[C:4]3[C:9](=[CH:10][CH:11]=2)[CH:8]=[C:7]([OH:12])[CH:6]=[CH:5]3)[CH:18]=[CH:17][CH:16]=[CH:15][CH:14]=1. The yield is 0.870. (3) The reactants are Br[C:2]1[S:3][CH:4]=[CH:5][C:6]=1[CH3:7].[CH:8]([C:10]1[CH:15]=[CH:14][C:13](B(O)O)=[CH:12][CH:11]=1)=[O:9].C([O-])([O-])=O.[Na+].[Na+]. The catalyst is C1C=CC([P]([Pd]([P](C2C=CC=CC=2)(C2C=CC=CC=2)C2C=CC=CC=2)([P](C2C=CC=CC=2)(C2C=CC=CC=2)C2C=CC=CC=2)[P](C2C=CC=CC=2)(C2C=CC=CC=2)C2C=CC=CC=2)(C2C=CC=CC=2)C2C=CC=CC=2)=CC=1. The product is [CH3:7][C:6]1[CH:5]=[CH:4][S:3][C:2]=1[C:13]1[CH:14]=[CH:15][C:10]([CH:8]=[O:9])=[CH:11][CH:12]=1. The yield is 0.580. (4) The reactants are [H-].[Na+].[OH:3][C@H:4]1[CH2:9][CH2:8][C@H:7]([NH:10][C:11](=[O:17])[O:12][C:13]([CH3:16])([CH3:15])[CH3:14])[CH2:6][CH2:5]1.[Si:18]([O:25][CH2:26][CH2:27][C@H:28]1[CH2:40][C:39]2[C:38]3[C:37](Cl)=[N:36][CH:35]=[N:34][C:33]=3[S:32][C:31]=2[CH2:30][CH2:29]1)([C:21]([CH3:24])([CH3:23])[CH3:22])([CH3:20])[CH3:19]. The catalyst is C1COCC1. The product is [Si:18]([O:25][CH2:26][CH2:27][C@H:28]1[CH2:40][C:39]2[C:38]3[C:37]([O:3][CH:4]4[CH2:9][CH2:8][CH:7]([NH:10][C:11](=[O:17])[O:12][C:13]([CH3:14])([CH3:16])[CH3:15])[CH2:6][CH2:5]4)=[N:36][CH:35]=[N:34][C:33]=3[S:32][C:31]=2[CH2:30][CH2:29]1)([C:21]([CH3:24])([CH3:22])[CH3:23])([CH3:19])[CH3:20]. The yield is 0.680. (5) The product is [C:2]([C:3]1[S:21][C:22](=[NH:23])[N:8]([CH2:9][CH:10]2[CH2:13][N:12]([C:14]([O:16][C:17]([CH3:20])([CH3:19])[CH3:18])=[O:15])[CH2:11]2)[CH:4]=1)([CH3:7])([CH3:6])[CH3:1]. The catalyst is C(#N)C. The yield is 0.720. The reactants are [CH3:1][C:2]([CH3:7])([CH3:6])[CH2:3][CH:4]=O.[NH2:8][CH2:9][CH:10]1[CH2:13][N:12]([C:14]([O:16][C:17]([CH3:20])([CH3:19])[CH3:18])=[O:15])[CH2:11]1.[S-:21][C:22]#[N:23].[K+].II.S(S([O-])=O)([O-])(=O)=O.[Na+].[Na+]. (6) The reactants are [OH-:1].[K+].[CH2:3]([C:5]1[N:6]([CH3:22])[C:7]2[C:12]([C:13]=1[C:14](=[O:19])C(F)(F)F)=[CH:11][CH:10]=[C:9]([O:20][CH3:21])[CH:8]=2)[CH3:4]. The catalyst is O.CCO. The product is [CH2:3]([C:5]1[N:6]([CH3:22])[C:7]2[C:12]([C:13]=1[C:14]([OH:19])=[O:1])=[CH:11][CH:10]=[C:9]([O:20][CH3:21])[CH:8]=2)[CH3:4]. The yield is 0.720. (7) The reactants are [OH:1][C:2]1[CH:11]=[CH:10][C:5]([C:6]([NH:8][NH2:9])=[O:7])=[CH:4][CH:3]=1.[CH3:12][C:13]1[S:17][C:16]([CH:18]=O)=[CH:15][CH:14]=1. The catalyst is C(O)(=O)C.CCO. The product is [CH3:18][C:16]1[S:17][C:13]([CH:12]=[N:9][NH:8][C:6](=[O:7])[C:5]2[CH:10]=[CH:11][C:2]([OH:1])=[CH:3][CH:4]=2)=[CH:14][CH:15]=1. The yield is 0.570. (8) The reactants are [CH:1]1([CH2:6][CH:7]([C:11]2[CH:16]=[CH:15][C:14]([S:17]([CH3:20])(=[O:19])=[O:18])=[CH:13][CH:12]=2)[C:8]([OH:10])=O)[CH2:5][CH2:4][CH2:3][CH2:2]1.C1(P(C2C=CC=CC=2)C2C=CC=CC=2)C=CC=CC=1.BrN1C(=O)CCC1=O.[NH2:48][C:49]1[S:50][CH:51]=[CH:52][N:53]=1. The catalyst is C(Cl)Cl. The product is [CH:1]1([CH2:6][CH:7]([C:11]2[CH:16]=[CH:15][C:14]([S:17]([CH3:20])(=[O:19])=[O:18])=[CH:13][CH:12]=2)[C:8]([NH:48][C:49]2[S:50][CH:51]=[CH:52][N:53]=2)=[O:10])[CH2:2][CH2:3][CH2:4][CH2:5]1. The yield is 0.720. (9) The reactants are Br[C:2]1[CH:7]=[CH:6][C:5]([Cl:8])=[C:4]([CH2:9][C:10]2[CH:15]=[CH:14][C:13]([O:16][CH2:17][CH3:18])=[CH:12][CH:11]=2)[CH:3]=1.[Li]CCCC.[C:24]([Si:28]([CH3:43])([CH3:42])[O:29][C@H:30]1[C@H:37]2[C@H:33]([O:34][C:35]([CH3:39])([CH3:38])[O:36]2)[O:32][C@H:31]1[CH:40]=[O:41])([CH3:27])([CH3:26])[CH3:25]. The catalyst is C1COCC1. The product is [C:24]([Si:28]([CH3:43])([CH3:42])[O:29][C@H:30]1[C@H:37]2[C@H:33]([O:34][C:35]([CH3:38])([CH3:39])[O:36]2)[O:32][C@H:31]1[C@H:40]([C:2]1[CH:7]=[CH:6][C:5]([Cl:8])=[C:4]([CH2:9][C:10]2[CH:15]=[CH:14][C:13]([O:16][CH2:17][CH3:18])=[CH:12][CH:11]=2)[CH:3]=1)[OH:41])([CH3:27])([CH3:26])[CH3:25]. The yield is 0.300. (10) The product is [CH3:13][O:14][C:2]1[N:7]=[C:6]([S:8]([NH2:11])(=[O:10])=[O:9])[CH:5]=[C:4]([CH3:12])[CH:3]=1. The reactants are Cl[C:2]1[N:7]=[C:6]([S:8]([NH2:11])(=[O:10])=[O:9])[CH:5]=[C:4]([CH3:12])[CH:3]=1.[CH3:13][OH:14]. The yield is 0.257. The catalyst is C[O-].[Na+].